This data is from NCI-60 drug combinations with 297,098 pairs across 59 cell lines. The task is: Regression. Given two drug SMILES strings and cell line genomic features, predict the synergy score measuring deviation from expected non-interaction effect. (1) Drug 2: CC1CCCC2(C(O2)CC(NC(=O)CC(C(C(=O)C(C1O)C)(C)C)O)C(=CC3=CSC(=N3)C)C)C. Drug 1: C1C(C(OC1N2C=NC(=NC2=O)N)CO)O. Cell line: OVCAR-4. Synergy scores: CSS=44.0, Synergy_ZIP=-4.25, Synergy_Bliss=-5.24, Synergy_Loewe=-4.56, Synergy_HSA=0.0178. (2) Drug 1: C1=CC(=C2C(=C1NCCNCCO)C(=O)C3=C(C=CC(=C3C2=O)O)O)NCCNCCO. Drug 2: C(=O)(N)NO. Cell line: NCI/ADR-RES. Synergy scores: CSS=11.7, Synergy_ZIP=-2.97, Synergy_Bliss=2.88, Synergy_Loewe=4.39, Synergy_HSA=4.46.